Task: Predict the product of the given reaction.. Dataset: Forward reaction prediction with 1.9M reactions from USPTO patents (1976-2016) (1) The product is: [S:1]([C:5]1[CH:6]=[CH:7][C:8]([C:11]2[CH2:12][CH2:13][CH2:14][C:15]3[CH:28]=[C:27]([O:29][CH3:30])[CH:26]=[CH:25][C:16]=3[C:17]=2[CH2:18][CH2:19][CH2:20][CH2:21][CH2:22][CH2:23][OH:24])=[CH:9][CH:10]=1)([CH3:4])(=[O:3])=[O:2]. Given the reactants [S:1]([C:5]1[CH:10]=[CH:9][C:8]([C:11]2[CH2:12][CH2:13][CH2:14][C:15]3[CH:28]=[C:27]([O:29][CH3:30])[CH:26]=[CH:25][C:16]=3[C:17]=2[C:18]#[C:19][CH2:20][CH2:21][CH2:22][CH2:23][OH:24])=[CH:7][CH:6]=1)([CH3:4])(=[O:3])=[O:2].C(OCC)(=O)C, predict the reaction product. (2) Given the reactants [Cl:1][C:2]1[CH:10]=[CH:9][C:5]([C:6]([OH:8])=O)=[C:4]([SH:11])[CH:3]=1.[C:12]([C:14]1[N:19]=[C:18]([CH2:20][CH2:21][C:22]([O:24][C:25]([CH3:28])([CH3:27])[CH3:26])=[O:23])[CH:17]=[CH:16][CH:15]=1)#[N:13], predict the reaction product. The product is: [Cl:1][C:2]1[CH:10]=[CH:9][C:5]2[C:6](=[O:8])[N:13]=[C:12]([C:14]3[N:19]=[C:18]([CH2:20][CH2:21][C:22]([O:24][C:25]([CH3:28])([CH3:27])[CH3:26])=[O:23])[CH:17]=[CH:16][CH:15]=3)[S:11][C:4]=2[CH:3]=1. (3) Given the reactants Cl[C:2]1[N:7]=[CH:6][N:5]=[C:4]([NH:8][C:9]2[CH:14]=[CH:13][C:12]([P:15]([CH3:18])([CH3:17])=[O:16])=[CH:11][CH:10]=2)[N:3]=1.C(N(CC)CC)C.[NH2:26][N:27]1[CH2:32][CH2:31][O:30][CH2:29][CH2:28]1, predict the reaction product. The product is: [CH3:17][P:15]([C:12]1[CH:13]=[CH:14][C:9]([NH:8][C:4]2[N:3]=[C:2]([NH:26][N:27]3[CH2:32][CH2:31][O:30][CH2:29][CH2:28]3)[N:7]=[CH:6][N:5]=2)=[CH:10][CH:11]=1)([CH3:18])=[O:16]. (4) The product is: [Cl:1][C:2]1[C:10]([Cl:11])=[CH:9][CH:8]=[CH:7][C:3]=1[C:4]([NH:21][CH2:20][CH:19]([C:16]1[CH:17]=[N:18][C:13]([CH3:12])=[N:14][CH:15]=1)[N:22]1[CH2:23][C:24]([F:29])([F:30])[C:25]([F:27])([F:28])[CH2:26]1)=[O:6]. Given the reactants [Cl:1][C:2]1[C:10]([Cl:11])=[CH:9][CH:8]=[CH:7][C:3]=1[C:4]([OH:6])=O.[CH3:12][C:13]1[N:18]=[CH:17][C:16]([CH:19]([N:22]2[CH2:26][C:25]([F:28])([F:27])[C:24]([F:30])([F:29])[CH2:23]2)[CH2:20][NH2:21])=[CH:15][N:14]=1, predict the reaction product. (5) Given the reactants [CH2:1]1[O:9][CH:2]1[C:3]1[CH:8]=[CH:7][CH:6]=[CH:5][CH:4]=1.O, predict the reaction product. The product is: [CH:3]1([CH2:2][CH2:1][CH:2]([C:3]2[CH:8]=[CH:7][CH:6]=[CH:5][CH:4]=2)[OH:9])[CH2:8][CH2:7][CH2:6][CH2:5][CH2:4]1. (6) The product is: [N+:19]([C:12]1[CH:11]=[C:10]([CH:6]2[O:7][CH2:8][CH2:9][N:4]([CH2:1][CH2:2][CH3:3])[CH2:5]2)[CH:15]=[CH:14][C:13]=1[OH:16])([O-:21])=[O:20]. Given the reactants [CH2:1]([N:4]1[CH2:9][CH2:8][O:7][CH:6]([C:10]2[CH:15]=[CH:14][C:13]([OH:16])=[CH:12][CH:11]=2)[CH2:5]1)[CH2:2][CH3:3].[NH4+].[OH-].[N+:19]([O-])([OH:21])=[O:20].O, predict the reaction product. (7) Given the reactants [Cl:1][C:2]1[CH:7]=[CH:6][C:5]([C:8]2[CH:9]=[CH:10][C:11]([C:14]#[C:15][C:16]3[CH:29]=[CH:28][C:19]([O:20][CH2:21][CH2:22][NH:23][CH2:24][CH:25]4[CH2:27][CH2:26]4)=[C:18]([CH3:30])[CH:17]=3)=[N:12][CH:13]=2)=[CH:4][CH:3]=1.Cl[CH2:32][C@H:33]([OH:36])[CH2:34][OH:35].C(N(C(C)C)C(C)C)C, predict the reaction product. The product is: [Cl:1][C:2]1[CH:3]=[CH:4][C:5]([C:8]2[CH:9]=[CH:10][C:11]([C:14]#[C:15][C:16]3[CH:29]=[CH:28][C:19]([O:20][CH2:21][CH2:22][N:23]([CH2:24][CH:25]4[CH2:27][CH2:26]4)[CH2:32][C@H:33]([OH:36])[CH2:34][OH:35])=[C:18]([CH3:30])[CH:17]=3)=[N:12][CH:13]=2)=[CH:6][CH:7]=1. (8) Given the reactants Cl[C:2]1[CH:3]=[C:4]([O:11][CH2:12][CH:13]2[CH2:17][CH2:16][CH2:15][CH2:14]2)[C:5]([N+:8]([O-:10])=[O:9])=[N:6][CH:7]=1.[C:18]1([OH:24])[CH:23]=[CH:22][CH:21]=[CH:20][CH:19]=1.C([O-])([O-])=O.[K+].[K+].O, predict the reaction product. The product is: [CH:13]1([CH2:12][O:11][C:4]2[C:5]([N+:8]([O-:10])=[O:9])=[N:6][CH:7]=[C:2]([O:24][C:18]3[CH:23]=[CH:22][CH:21]=[CH:20][CH:19]=3)[CH:3]=2)[CH2:17][CH2:16][CH2:15][CH2:14]1. (9) Given the reactants [CH:1]1([CH2:4][O:5][C:6]2[CH:25]=[CH:24][C:9]3[N:10]=[C:11]([N:13]4[CH2:18][CH2:17][CH:16]([O:19][CH2:20][C:21](=O)[CH3:22])[CH2:15][CH2:14]4)[O:12][C:8]=3[CH:7]=2)[CH2:3][CH2:2]1.[O:26]1[CH:30]=[CH:29][C:28]([NH2:31])=[N:27]1.[B][B][B][B][B][B][B][B][B][B].Cl, predict the reaction product. The product is: [CH:1]1([CH2:4][O:5][C:6]2[CH:25]=[CH:24][C:9]3[N:10]=[C:11]([N:13]4[CH2:18][CH2:17][CH:16]([O:19][CH2:20][CH:21]([NH:31][C:28]5[CH:29]=[CH:30][O:26][N:27]=5)[CH3:22])[CH2:15][CH2:14]4)[O:12][C:8]=3[CH:7]=2)[CH2:3][CH2:2]1. (10) Given the reactants [O:1]=[C:2]1[CH2:10][C:9]2[C:4](=[CH:5][C:6]([C:11]([C:13]3[CH:18]=[CH:17][C:16]([NH:19][C:20](=[O:22])[CH3:21])=[CH:15][CH:14]=3)=[O:12])=[CH:7][CH:8]=2)[NH:3]1.[CH:23](OCC)=[O:24].[O-]CC.[Na+].Cl, predict the reaction product. The product is: [OH:24][CH:23]=[C:10]1[C:9]2[C:4](=[CH:5][C:6]([C:11]([C:13]3[CH:18]=[CH:17][C:16]([NH:19][C:20](=[O:22])[CH3:21])=[CH:15][CH:14]=3)=[O:12])=[CH:7][CH:8]=2)[NH:3][C:2]1=[O:1].